From a dataset of Forward reaction prediction with 1.9M reactions from USPTO patents (1976-2016). Predict the product of the given reaction. (1) The product is: [C:4]([O:3][C:1](=[O:2])[N:8]([C@H:9]([C:11](=[O:12])[NH2:23])[CH3:10])[CH3:14])([CH3:7])([CH3:6])[CH3:5]. Given the reactants [C:1]([N:8]([CH3:14])[C@H:9]([C:11](O)=[O:12])[CH3:10])([O:3][C:4]([CH3:7])([CH3:6])[CH3:5])=[O:2].C(Cl)CCl.C1C=[N:23]C2N(O)N=NC=2C=1.C(=O)([O-])O.[NH4+], predict the reaction product. (2) Given the reactants [Br:1][C:2]1[CH:3]=[CH:4][C:5]([Cl:10])=[C:6]([CH2:8][OH:9])[CH:7]=1.[H-].[Na+].[CH3:13][NH:14][C:15](Cl)=[O:16].[NH4+].[Cl-], predict the reaction product. The product is: [CH3:13][NH:14][C:15](=[O:16])[O:9][CH2:8][C:6]1[CH:7]=[C:2]([Br:1])[CH:3]=[CH:4][C:5]=1[Cl:10]. (3) Given the reactants [CH3:1][C:2]1([CH3:37])[CH2:6][O:5][C:4]2=[CH:7][C:8]3[O:9][CH2:10][C:11]4([C:35]=3[CH:36]=[C:3]12)[C:19]1[C:14](=[CH:15][CH:16]=[CH:17][CH:18]=1)[N:13]([CH2:20][CH:21]1[CH2:26][CH2:25][N:24](C(OC(C)(C)C)=O)[CH2:23][CH2:22]1)[C:12]4=O.Br, predict the reaction product. The product is: [CH3:1][C:2]1([CH3:37])[CH2:6][O:5][C:4]2=[CH:7][C:8]3[O:9][CH2:10][C:11]4([C:35]=3[CH:36]=[C:3]12)[C:19]1[C:14](=[CH:15][CH:16]=[CH:17][CH:18]=1)[N:13]([CH2:20][CH:21]1[CH2:26][CH2:25][NH:24][CH2:23][CH2:22]1)[CH2:12]4. (4) Given the reactants [I:1][C:2]1[CH:3]=[C:4]([CH:28]=[CH:29][CH:30]=1)[CH2:5][NH:6][C:7]1[C:12]([NH2:13])=[CH:11][N:10]=[C:9]([NH:14][CH2:15][C@@H:16]2[CH2:20][CH2:19][N:18]([C:21]([O:23][C:24]([CH3:27])([CH3:26])[CH3:25])=[O:22])[CH2:17]2)[N:8]=1.[C:31](N1C=CN=C1)(N1C=CN=C1)=[O:32], predict the reaction product. The product is: [I:1][C:2]1[CH:3]=[C:4]([CH:28]=[CH:29][CH:30]=1)[CH2:5][N:6]1[C:31](=[O:32])[NH:13][C:12]2[C:7]1=[N:8][C:9]([NH:14][CH2:15][C@@H:16]1[CH2:20][CH2:19][N:18]([C:21]([O:23][C:24]([CH3:25])([CH3:26])[CH3:27])=[O:22])[CH2:17]1)=[N:10][CH:11]=2. (5) Given the reactants [C:1]([OH:7])(=[O:6])[CH2:2][CH2:3][C:4]#[CH:5].[CH3:8][C:9](O)([CH3:11])[CH3:10].C1(N=C=NC2CCCCC2)CCCCC1, predict the reaction product. The product is: [C:1]([O:7][C:9]([CH3:11])([CH3:10])[CH3:8])(=[O:6])[CH2:2][CH2:3][C:4]#[CH:5]. (6) Given the reactants [N:1]1[CH:6]=[CH:5][CH:4]=[CH:3][C:2]=1[CH2:7][CH2:8][C:9]([NH2:11])=[O:10].Br[CH2:13][C:14]([C:16]1[CH:21]=[CH:20][CH:19]=[CH:18][CH:17]=1)=O, predict the reaction product. The product is: [C:16]1([C:14]2[C:7]([CH2:8][C:9]([NH2:11])=[O:10])=[C:2]3[N:1]([CH:13]=2)[CH:6]=[CH:5][CH:4]=[CH:3]3)[CH:21]=[CH:20][CH:19]=[CH:18][CH:17]=1. (7) Given the reactants C(O[C:6]([N:8](C)[C@H:9]1[CH2:14][CH2:13][C@H:12]([C:15]([OH:17])=[O:16])[CH2:11][CH2:10]1)=O)(C)(C)C.[ClH:19], predict the reaction product. The product is: [ClH:19].[CH3:6][NH:8][C@H:9]1[CH2:14][CH2:13][C@H:12]([C:15]([OH:17])=[O:16])[CH2:11][CH2:10]1.